This data is from Full USPTO retrosynthesis dataset with 1.9M reactions from patents (1976-2016). The task is: Predict the reactants needed to synthesize the given product. (1) Given the product [C:28]1([N:34]2[C:46]3[CH:45]=[CH:44][C:43]([C:2]4[CH:3]=[CH:4][C:5]([C:8]5[C:21]6[C:16]([C:15]([C:22]7[CH:27]=[CH:26][CH:25]=[CH:24][CH:23]=7)=[C:14]7[C:9]=5[CH:10]=[CH:11][CH:12]=[CH:13]7)=[CH:17][CH:18]=[CH:19][CH:20]=6)=[CH:6][CH:7]=4)=[CH:42][C:41]=3[C:40]3[C:35]2=[CH:36][CH:37]=[CH:38][CH:39]=3)[CH:33]=[CH:32][CH:31]=[CH:30][CH:29]=1, predict the reactants needed to synthesize it. The reactants are: Br[C:2]1[CH:7]=[CH:6][C:5]([C:8]2[C:9]3[C:14]([C:15]([C:22]4[CH:27]=[CH:26][CH:25]=[CH:24][CH:23]=4)=[C:16]4[C:21]=2[CH:20]=[CH:19][CH:18]=[CH:17]4)=[CH:13][CH:12]=[CH:11][CH:10]=3)=[CH:4][CH:3]=1.[C:28]1([N:34]2[C:46]3[CH:45]=[CH:44][C:43](B(O)O)=[CH:42][C:41]=3[C:40]3[C:35]2=[CH:36][CH:37]=[CH:38][CH:39]=3)[CH:33]=[CH:32][CH:31]=[CH:30][CH:29]=1.C1(C)C=CC=CC=1P(C1C=CC=CC=1C)C1C=CC=CC=1C.C(=O)([O-])[O-].[K+].[K+]. (2) Given the product [F:1][C:2]1[CH:8]=[CH:7][C:5]([NH:6][C:13](=[O:15])[CH3:14])=[C:4]([C:9]([F:10])([F:11])[F:12])[CH:3]=1, predict the reactants needed to synthesize it. The reactants are: [F:1][C:2]1[CH:8]=[CH:7][C:5]([NH2:6])=[C:4]([C:9]([F:12])([F:11])[F:10])[CH:3]=1.[C:13](OC(=O)C)(=[O:15])[CH3:14]. (3) Given the product [CH2:27]([N:34]([CH2:35][CH2:36][OH:37])[C:5](=[O:6])[C:4]1[CH:8]=[CH:9][C:10]([C:11]([NH:12][C:13]2[CH:18]=[CH:17][C:16]([Cl:19])=[C:15]([C:20]3[CH:25]=[CH:24][CH:23]=[CH:22][N:21]=3)[CH:14]=2)=[O:26])=[C:2]([Cl:1])[CH:3]=1)[C:28]1[CH:33]=[CH:32][CH:31]=[CH:30][CH:29]=1, predict the reactants needed to synthesize it. The reactants are: [Cl:1][C:2]1[CH:3]=[C:4]([CH:8]=[CH:9][C:10]=1[C:11](=[O:26])[NH:12][C:13]1[CH:18]=[CH:17][C:16]([Cl:19])=[C:15]([C:20]2[CH:25]=[CH:24][CH:23]=[CH:22][N:21]=2)[CH:14]=1)[C:5](O)=[O:6].[CH2:27]([NH:34][CH2:35][CH2:36][OH:37])[C:28]1[CH:33]=[CH:32][CH:31]=[CH:30][CH:29]=1. (4) The reactants are: C([N:4]1[C:12]2[C:7](=[CH:8][CH:9]=[C:10]([N:13]3[C:17](=[O:18])[C:16]([CH3:20])([CH3:19])[N:15]([CH2:21][C:22]4[CH:27]=[CH:26][N:25]=[CH:24][CH:23]=4)[C:14]3=[O:28])[CH:11]=2)[C:6]([CH3:30])([CH3:29])[CH2:5]1)(=O)C.C(=O)([O-])O.[Na+]. Given the product [CH3:29][C:6]1([CH3:30])[C:7]2[C:12](=[CH:11][C:10]([N:13]3[C:17](=[O:18])[C:16]([CH3:19])([CH3:20])[N:15]([CH2:21][C:22]4[CH:27]=[CH:26][N:25]=[CH:24][CH:23]=4)[C:14]3=[O:28])=[CH:9][CH:8]=2)[NH:4][CH2:5]1, predict the reactants needed to synthesize it. (5) Given the product [O:18]=[C:12]1[NH:13][C:14](=[O:17])[CH:15]=[CH:16][N:11]1[C@@H:4]1[O:5][C@H:6]([CH2:9][O:10][P:36]([NH:47][C@@H:48]([CH2:55][CH:56]([CH3:58])[CH3:57])[C:49]([O:51][CH:52]([CH3:53])[CH3:54])=[O:50])([O:37][C:38]2[CH:43]=[CH:42][CH:41]=[CH:40][CH:39]=2)=[O:44])[C@@H:7]([OH:8])[C@@:3]1([C:1]#[CH:2])[OH:19], predict the reactants needed to synthesize it. The reactants are: [C:1]([C@@:3]1([OH:19])[C@H:7]([OH:8])[C@@H:6]([CH2:9][OH:10])[O:5][C@H:4]1[N:11]1[CH:16]=[CH:15][C:14](=[O:17])[NH:13][C:12]1=[O:18])#[CH:2].CN(C1C2C(N(C)C)=CC=CC=2C=CC=1)C.[P:36](Cl)(Cl)(=[O:44])[O:37][C:38]1[CH:43]=[CH:42][CH:41]=[CH:40][CH:39]=1.[NH2:47][C@@H:48]([CH2:55][CH:56]([CH3:58])[CH3:57])[C:49]([O:51][CH:52]([CH3:54])[CH3:53])=[O:50].C(N(CC)CC)C. (6) The reactants are: CS(C)=O.Cl[C:6]1[CH:11]=[C:10]([O:12][CH2:13][C:14]#[C:15][CH3:16])[N:9]=[CH:8][N:7]=1.C(=O)([O-])[O-].[K+].[K+].[CH:23]([NH2:26])([CH3:25])[CH3:24]. Given the product [CH2:13]([O:12][C:10]1[CH:11]=[C:6]([NH:26][CH:23]([CH3:25])[CH3:24])[N:7]=[CH:8][N:9]=1)[C:14]#[C:15][CH3:16], predict the reactants needed to synthesize it. (7) Given the product [O:1]1[CH2:6][CH2:5][CH2:4][CH:3]([NH:7][C:8]2[C:9]3[N:10]([CH:16]=[CH:17][CH:18]=3)[N:11]=[CH:12][C:13]=2[C:14]([NH2:15])=[O:19])[CH2:2]1, predict the reactants needed to synthesize it. The reactants are: [O:1]1[CH2:6][CH2:5][CH2:4][CH:3]([NH:7][C:8]2[C:9]3[N:10]([CH:16]=[CH:17][CH:18]=3)[N:11]=[CH:12][C:13]=2[C:14]#[N:15])[CH2:2]1.[OH-:19].[NH4+].OO. (8) Given the product [CH3:1][O:2][C:3]1[CH:47]=[CH:46][CH:45]=[CH:44][C:4]=1[CH2:5][O:6][CH2:7][CH2:8][CH2:9][O:10][C:11]1[CH:16]=[CH:15][C:14]([CH:17]2[CH2:22][CH2:21][N:20]([C:23]([O:25][C:26]([CH3:28])([CH3:27])[CH3:29])=[O:24])[CH2:19][CH:18]2[O:30][CH2:31][CH2:32][O:33][C:49]2[CH:54]=[CH:53][CH:52]=[CH:51][C:50]=2[CH2:55][CH2:56][C:57](=[O:58])[NH:59][CH3:60])=[CH:13][CH:12]=1, predict the reactants needed to synthesize it. The reactants are: [CH3:1][O:2][C:3]1[CH:47]=[CH:46][CH:45]=[CH:44][C:4]=1[CH2:5][O:6][CH2:7][CH2:8][CH2:9][O:10][C:11]1[CH:16]=[CH:15][C:14]([CH:17]2[CH2:22][CH2:21][N:20]([C:23]([O:25][C:26]([CH3:29])([CH3:28])[CH3:27])=[O:24])[CH2:19][CH:18]2[O:30][CH2:31][CH2:32][O:33]S(C2C=CC(C)=CC=2)(=O)=O)=[CH:13][CH:12]=1.O[C:49]1[CH:54]=[CH:53][CH:52]=[CH:51][C:50]=1[CH2:55][CH2:56][C:57]([NH:59][CH3:60])=[O:58].